This data is from Full USPTO retrosynthesis dataset with 1.9M reactions from patents (1976-2016). The task is: Predict the reactants needed to synthesize the given product. (1) Given the product [CH3:1][N:2]([CH3:39])[C@@H:3]1[CH2:7][CH2:6][N:5]([C:8]2[N:13]3[CH:14]=[C:15]([CH2:17][N:18]([CH:29]([CH3:30])[CH3:31])[C@@H:19]4[C:28]5[N:27]=[CH:26][CH:25]=[CH:24][C:23]=5[CH2:22][CH2:21][CH2:20]4)[N:16]=[C:12]3[CH:11]=[CH:10][CH:9]=2)[CH2:4]1, predict the reactants needed to synthesize it. The reactants are: [CH3:1][N:2]([CH3:39])[C@@H:3]1[CH2:7][CH2:6][N:5]([C:8]2[N:13]3[CH:14]=[C:15]([CH2:17][N:18]([C@H:29]([C:31]4C=CC(OC)=CC=4)[CH3:30])[C@@H:19]4[C:28]5[N:27]=[CH:26][CH:25]=[CH:24][C:23]=5[CH2:22][CH2:21][CH2:20]4)[N:16]=[C:12]3[CH:11]=[CH:10][CH:9]=2)[CH2:4]1. (2) Given the product [Br:9][C:10]1[N:11]=[C:12]([CH2:16][O:3][CH2:4][C:5]([O:7][CH3:8])=[O:6])[CH:13]=[CH:14][CH:15]=1, predict the reactants needed to synthesize it. The reactants are: [H-].[Na+].[OH:3][CH2:4][C:5]([O:7][CH3:8])=[O:6].[Br:9][C:10]1[CH:15]=[CH:14][CH:13]=[C:12]([CH2:16]Br)[N:11]=1.